The task is: Predict which catalyst facilitates the given reaction.. This data is from Catalyst prediction with 721,799 reactions and 888 catalyst types from USPTO. Product: [CH3:13][O:14][C:15]1[CH:16]=[CH:17][C:18]([S:21]([NH:24][N:25]=[C:2]2[CH2:5][N:4]([C:6]([O:8][C:9]([CH3:12])([CH3:11])[CH3:10])=[O:7])[CH2:3]2)(=[O:23])=[O:22])=[CH:19][CH:20]=1. The catalyst class is: 11. Reactant: O=[C:2]1[CH2:5][N:4]([C:6]([O:8][C:9]([CH3:12])([CH3:11])[CH3:10])=[O:7])[CH2:3]1.[CH3:13][O:14][C:15]1[CH:20]=[CH:19][C:18]([S:21]([NH:24][NH2:25])(=[O:23])=[O:22])=[CH:17][CH:16]=1.